This data is from Full USPTO retrosynthesis dataset with 1.9M reactions from patents (1976-2016). The task is: Predict the reactants needed to synthesize the given product. Given the product [C:29]([OH:36])(=[O:35])/[CH:30]=[CH:31]/[C:32]([OH:34])=[O:33].[CH2:1]([NH:4][C:5]1=[N:6][C:7](=[O:28])[S:8]/[C:9]/1=[CH:10]\[CH:11]1[CH2:12][CH2:13][N:14]([CH2:17][C:18]2[CH:19]=[CH:20][C:21]([C:24]([F:27])([F:25])[F:26])=[CH:22][CH:23]=2)[CH2:15][CH2:16]1)[C:2]#[CH:3], predict the reactants needed to synthesize it. The reactants are: [CH2:1]([NH:4][C:5]1=[N:6][C:7](=[O:28])[S:8]/[C:9]/1=[CH:10]\[CH:11]1[CH2:16][CH2:15][N:14]([CH2:17][C:18]2[CH:23]=[CH:22][C:21]([C:24]([F:27])([F:26])[F:25])=[CH:20][CH:19]=2)[CH2:13][CH2:12]1)[C:2]#[CH:3].[C:29]([OH:36])(=[O:35])/[CH:30]=[CH:31]/[C:32]([OH:34])=[O:33].